From a dataset of Full USPTO retrosynthesis dataset with 1.9M reactions from patents (1976-2016). Predict the reactants needed to synthesize the given product. (1) Given the product [N:11]12[CH2:16][CH2:15][CH:14]([CH2:17][CH2:18]1)[C@@H:13]([NH:19][C:20]([C:22]1[O:23][C:24]3[C:30]([C:5]4[CH:6]=[CH:7][C:2]([F:1])=[CH:3][CH:4]=4)=[CH:29][C:28]([F:32])=[CH:27][C:25]=3[CH:26]=1)=[O:21])[CH2:12]2, predict the reactants needed to synthesize it. The reactants are: [F:1][C:2]1[CH:7]=[CH:6][C:5](B(O)O)=[CH:4][CH:3]=1.[N:11]12[CH2:18][CH2:17][CH:14]([CH2:15][CH2:16]1)[C@@H:13]([NH:19][C:20]([C:22]1[O:23][C:24]3[C:30](Br)=[CH:29][C:28]([F:32])=[CH:27][C:25]=3[CH:26]=1)=[O:21])[CH2:12]2.[OH-].[Na+]. (2) Given the product [CH2:3]([C:5]1[N:9]([S:12]([N:11]([CH3:16])[CH3:10])(=[O:14])=[O:13])[CH:8]=[N:7][N:6]=1)[CH3:4], predict the reactants needed to synthesize it. The reactants are: [H-].[Na+].[CH2:3]([C:5]1[NH:9][CH:8]=[N:7][N:6]=1)[CH3:4].[CH3:10][N:11]([CH3:16])[S:12](Cl)(=[O:14])=[O:13].[NH4+].[Cl-]. (3) The reactants are: Br[C:2]1[CH:3]=[C:4]2[C:9](=[CH:10][CH:11]=1)[O:8][CH2:7][CH2:6][CH2:5]2.[CH3:12][C:13]1([CH3:29])[C:17]([CH3:19])([CH3:18])[O:16][B:15]([B:15]2[O:16][C:17]([CH3:19])([CH3:18])[C:13]([CH3:29])([CH3:12])[O:14]2)[O:14]1.CC([O-])=O.[K+].C(OCC)(=O)C. Given the product [O:8]1[C:9]2[C:4](=[CH:3][C:2]([B:15]3[O:16][C:17]([CH3:19])([CH3:18])[C:13]([CH3:29])([CH3:12])[O:14]3)=[CH:11][CH:10]=2)[CH2:5][CH2:6][CH2:7]1, predict the reactants needed to synthesize it. (4) Given the product [CH3:1][N:2]1[C:10]2[C:5](=[CH:6][CH:7]=[CH:8][CH:9]=2)[C:4]([CH2:11][CH:12]([CH3:14])[CH3:13])=[C:3]1[C:15]([N:17]([CH:36]1[CH2:41][CH2:40][CH2:39][CH2:38][CH2:37]1)[C@H:18]([C:20]([NH:22][CH:23]([C:32](=[O:35])[CH2:33][O:54][C:46]1[C:47]([F:53])=[C:48]([F:52])[CH:49]=[C:50]([F:51])[C:45]=1[F:44])[CH2:24][C:25]([O:27][C:28]([CH3:31])([CH3:30])[CH3:29])=[O:26])=[O:21])[CH3:19])=[O:16], predict the reactants needed to synthesize it. The reactants are: [CH3:1][N:2]1[C:10]2[C:5](=[CH:6][CH:7]=[CH:8][CH:9]=2)[C:4]([CH2:11][CH:12]([CH3:14])[CH3:13])=[C:3]1[C:15]([N:17]([CH:36]1[CH2:41][CH2:40][CH2:39][CH2:38][CH2:37]1)[C@H:18]([C:20]([NH:22][CH:23]([C:32](=[O:35])[CH2:33]Br)[CH2:24][C:25]([O:27][C:28]([CH3:31])([CH3:30])[CH3:29])=[O:26])=[O:21])[CH3:19])=[O:16].[F-].[K+].[F:44][C:45]1[C:50]([F:51])=[CH:49][C:48]([F:52])=[C:47]([F:53])[C:46]=1[OH:54].CCCCCC.CCOC(C)=O.